Dataset: Full USPTO retrosynthesis dataset with 1.9M reactions from patents (1976-2016). Task: Predict the reactants needed to synthesize the given product. (1) Given the product [CH3:25][C:24]1[CH:23]=[CH:22][CH:21]=[CH:20][C:19]=1[CH:8]([C:7]1[CH:1]=[CH:6][CH:5]=[CH:4][C:12]=1[CH3:11])[N:45]1[CH:49]=[CH:48][N:47]=[CH:46]1, predict the reactants needed to synthesize it. The reactants are: [C:1]1([C:7]2[CH:12]=[CH:11]N=C(CN3C=CN=C3)[C:8]=2[C:19]2[CH:24]=[CH:23][CH:22]=[CH:21][CH:20]=2)[CH:6]=[CH:5][CH:4]=CC=1.[CH3:25]C1C=CC(C(C2C=CC(C)=CC=2)O)=CC=1.S(Cl)(Cl)=O.[NH:45]1[CH:49]=[CH:48][N:47]=[CH:46]1. (2) Given the product [Cl:9][C:10]1[CH:11]=[CH:12][C:13](/[C:16](/[C:33]2[CH:34]=[CH:35][C:36]([C:3]#[C:2][CH2:1][N:4]3[CH:8]=[CH:7][CH:6]=[N:5]3)=[CH:37][CH:38]=2)=[CH:17]/[CH2:18][O:19][C:20]2[CH:31]=[CH:30][C:23]([O:24][CH2:25][C:26]([O:28][CH3:29])=[O:27])=[C:22]([CH3:32])[CH:21]=2)=[CH:14][CH:15]=1, predict the reactants needed to synthesize it. The reactants are: [CH2:1]([N:4]1[CH:8]=[CH:7][CH:6]=[N:5]1)[C:2]#[CH:3].[Cl:9][C:10]1[CH:15]=[CH:14][C:13](/[C:16](/[C:33]2[CH:38]=[CH:37][C:36](I)=[CH:35][CH:34]=2)=[CH:17]/[CH2:18][O:19][C:20]2[CH:31]=[CH:30][C:23]([O:24][CH2:25][C:26]([O:28][CH3:29])=[O:27])=[C:22]([CH3:32])[CH:21]=2)=[CH:12][CH:11]=1. (3) Given the product [CH3:1][O:2][C:3](=[O:32])[CH2:4][CH:5]1[C:10](=[O:11])[CH2:9][CH2:8][N:7]([C:12]([O:14][CH2:15][C:16]2[CH:21]=[CH:20][CH:19]=[CH:18][CH:17]=2)=[O:13])[CH:6]1[C:22]1[CH:23]=[CH:24][C:25]([C:28]([F:31])([F:29])[F:30])=[CH:26][CH:27]=1, predict the reactants needed to synthesize it. The reactants are: [CH3:1][O:2][C:3](=[O:32])[CH2:4][CH:5]1[C:10](=[O:11])[CH:9]=[CH:8][N:7]([C:12]([O:14][CH2:15][C:16]2[CH:21]=[CH:20][CH:19]=[CH:18][CH:17]=2)=[O:13])[CH:6]1[C:22]1[CH:27]=[CH:26][C:25]([C:28]([F:31])([F:30])[F:29])=[CH:24][CH:23]=1.CCC(C)[BH-](C(C)CC)C(C)CC.[Li+]. (4) Given the product [Cl:31][C:25]1[C:26]([F:30])=[CH:27][CH:28]=[CH:29][C:24]=1[CH2:23][NH:22][C:20](=[O:21])[N:19]([C@H:10]([CH2:9][OH:8])[CH2:11][C@@H:12]1[CH2:16][O:15][C:14]([CH3:18])([CH3:17])[O:13]1)[CH3:32], predict the reactants needed to synthesize it. The reactants are: [Si]([O:8][CH2:9][C@@H:10]([N:19]([CH3:32])[C:20]([NH:22][CH2:23][C:24]1[CH:29]=[CH:28][CH:27]=[C:26]([F:30])[C:25]=1[Cl:31])=[O:21])[CH2:11][C@@H:12]1[CH2:16][O:15][C:14]([CH3:18])([CH3:17])[O:13]1)(C(C)(C)C)(C)C.[F-].C([N+](CCCC)(CCCC)CCCC)CCC.[NH4+].[Cl-]. (5) Given the product [O:9]1[CH2:10][CH2:11][O:12][C:13]21[CH2:18][CH2:17][C:16]1([CH2:19][OH:20])[CH:15]([CH2:1]1)[CH2:14]2, predict the reactants needed to synthesize it. The reactants are: [C:1]1(CO)CCCCC=1.[O:9]1[C:13]2([CH2:18][CH2:17][C:16]([CH2:19][OH:20])=[CH:15][CH2:14]2)[O:12][CH2:11][CH2:10]1. (6) Given the product [Cl:29][C:25]1[CH:26]=[CH:27][CH:28]=[C:23]([Cl:22])[C:24]=1[C:30]1[C:34]([CH2:35][O:1][C:2]2[CH:21]=[CH:20][C:5]3[CH:6]=[C:7]([C:9]4[CH:19]=[CH:18][C:12]([C:13]([O:15][CH2:16][CH3:17])=[O:14])=[CH:11][CH:10]=4)[S:8][C:4]=3[CH:3]=2)=[C:33]([CH:37]([CH3:39])[CH3:38])[O:32][N:31]=1, predict the reactants needed to synthesize it. The reactants are: [OH:1][C:2]1[CH:21]=[CH:20][C:5]2[CH:6]=[C:7]([C:9]3[CH:19]=[CH:18][C:12]([C:13]([O:15][CH2:16][CH3:17])=[O:14])=[CH:11][CH:10]=3)[S:8][C:4]=2[CH:3]=1.[Cl:22][C:23]1[CH:28]=[CH:27][CH:26]=[C:25]([Cl:29])[C:24]=1[C:30]1[C:34]([CH2:35]O)=[C:33]([CH:37]([CH3:39])[CH3:38])[O:32][N:31]=1.C1(P(C2C=CC=CC=2)C2C=CC=CC=2)C=CC=CC=1.N(C(OC(C)C)=O)=NC(OC(C)C)=O. (7) Given the product [O:25]=[C:15]1[C:16]2[C:21](=[CH:20][CH:19]=[CH:18][CH:17]=2)[C:22]([O:24][CH2:2][CH2:3][CH2:4][CH2:5][C:6]([O:8][C:9]([CH3:12])([CH3:11])[CH3:10])=[O:7])=[CH:23][C:14]1=[O:13], predict the reactants needed to synthesize it. The reactants are: Br[CH2:2][CH2:3][CH2:4][CH2:5][C:6]([O:8][C:9]([CH3:12])([CH3:11])[CH3:10])=[O:7].[OH:13][C:14]1[C:15](=[O:25])[C:16]2[C:21]([C:22](=[O:24])[CH:23]=1)=[CH:20][CH:19]=[CH:18][CH:17]=2.